Dataset: Reaction yield outcomes from USPTO patents with 853,638 reactions. Task: Predict the reaction yield, written as a fraction of the theoretical maximum amount of product (1.0 means a 100% yield; for example, 0.34 means a 34% yield). (1) The reactants are [NH2:1][CH:2]([CH2:12][C:13]1[CH:18]=[CH:17][C:16]([F:19])=[CH:15][CH:14]=1)[CH:3]([C:5]1[CH:10]=[CH:9][C:8]([F:11])=[CH:7][CH:6]=1)[OH:4].[CH:20]1([C:26](Cl)=[O:27])[CH2:25][CH2:24][CH2:23][CH2:22][CH2:21]1.C(=O)([O-])O.[Na+]. The catalyst is C(OCC)(=O)C.O. The product is [F:11][C:8]1[CH:7]=[CH:6][C:5]([CH:3]([OH:4])[CH:2]([NH:1][C:26]([CH:20]2[CH2:25][CH2:24][CH2:23][CH2:22][CH2:21]2)=[O:27])[CH2:12][C:13]2[CH:14]=[CH:15][C:16]([F:19])=[CH:17][CH:18]=2)=[CH:10][CH:9]=1. The yield is 0.870. (2) The reactants are [Cl:1][C:2]1[C:35]([C:36]([F:39])([F:38])[F:37])=[CH:34][CH:33]=[CH:32][C:3]=1[CH2:4][N:5]([CH2:20][CH:21]([O:28][C:29](=[O:31])[CH3:30])[C:22]1[CH:27]=[CH:26][CH:25]=[CH:24][CH:23]=1)[CH2:6][CH2:7][CH2:8][O:9][C:10]1[CH:11]=[C:12]([CH2:16][C:17]([OH:19])=[O:18])[CH:13]=[CH:14][CH:15]=1.Cl. The catalyst is C(OCC)C. The product is [ClH:1].[Cl:1][C:2]1[C:35]([C:36]([F:37])([F:38])[F:39])=[CH:34][CH:33]=[CH:32][C:3]=1[CH2:4][N:5]([CH2:20][CH:21]([O:28][C:29](=[O:31])[CH3:30])[C:22]1[CH:23]=[CH:24][CH:25]=[CH:26][CH:27]=1)[CH2:6][CH2:7][CH2:8][O:9][C:10]1[CH:11]=[C:12]([CH2:16][C:17]([OH:19])=[O:18])[CH:13]=[CH:14][CH:15]=1. The yield is 0.990. (3) The reactants are [CH3:1][NH:2][CH3:3].C(N(CC)CC)C.[Br:11][C:12]1[CH:17]=[CH:16][C:15]([S:18](Cl)(=[O:20])=[O:19])=[CH:14][CH:13]=1. The catalyst is C1COCC1.ClCCl.C(OCC)(=O)C. The product is [Br:11][C:12]1[CH:17]=[CH:16][C:15]([S:18]([N:2]([CH3:3])[CH3:1])(=[O:20])=[O:19])=[CH:14][CH:13]=1. The yield is 0.970. (4) The catalyst is [Pd].CCOC(C)=O. The yield is 0.980. The reactants are [F:1][C:2]1[CH:19]=[CH:18][C:5]([O:6][C:7]2[C:12]([F:13])=[CH:11][C:10]([N+:14]([O-])=O)=[CH:9][C:8]=2[F:17])=[CH:4][CH:3]=1. The product is [F:1][C:2]1[CH:19]=[CH:18][C:5]([O:6][C:7]2[C:12]([F:13])=[CH:11][C:10]([NH2:14])=[CH:9][C:8]=2[F:17])=[CH:4][CH:3]=1. (5) The reactants are [Cl:1][C:2]1[C:7]([C:8]([F:11])([F:10])[F:9])=[CH:6][N:5]=[C:4]2[NH:12][CH:13]=[C:14]([NH:15][C:16](=[O:23])[C:17]3[CH:22]=[CH:21][CH:20]=[CH:19][N:18]=3)[C:3]=12.[NH:24]1[CH2:29][CH2:28][CH2:27][C@@H:26]([NH:30]C(=O)OC(C)(C)C)[CH2:25]1.CCN(C(C)C)C(C)C.C(O)(C(F)(F)F)=O. The catalyst is CN1C(=O)CCC1.C(Cl)Cl.C(OCC)(=O)C. The product is [ClH:1].[NH2:30][C@@H:26]1[CH2:27][CH2:28][CH2:29][N:24]([C:2]2[C:7]([C:8]([F:11])([F:10])[F:9])=[CH:6][N:5]=[C:4]3[NH:12][CH:13]=[C:14]([NH:15][C:16](=[O:23])[C:17]4[CH:22]=[CH:21][CH:20]=[CH:19][N:18]=4)[C:3]=23)[CH2:25]1. The yield is 0.470. (6) The reactants are Cl[C:2]1[C:3]2[CH2:17][CH2:16][CH2:15][C:4]=2[N:5]=[C:6]([C:8]2[CH:13]=[CH:12][CH:11]=[C:10]([Cl:14])[CH:9]=2)[N:7]=1.[NH2:18][C:19]1[CH:24]=[CH:23][C:22]([CH2:25][C:26]#[N:27])=[C:21]([CH3:28])[CH:20]=1. No catalyst specified. The product is [Cl:14][C:10]1[CH:9]=[C:8]([C:6]2[N:7]=[C:2]([NH:18][C:19]3[CH:24]=[CH:23][C:22]([CH2:25][C:26]#[N:27])=[C:21]([CH3:28])[CH:20]=3)[C:3]3[CH2:17][CH2:16][CH2:15][C:4]=3[N:5]=2)[CH:13]=[CH:12][CH:11]=1. The yield is 0.450. (7) The reactants are [CH3:1][O:2][C:3]1[CH:8]=[CH:7][C:6]([NH:9][NH2:10])=[CH:5][CH:4]=1.[CH3:11][C:12]([CH3:19])([CH3:18])[C:13](=O)[CH2:14][C:15]#[N:16]. The catalyst is C(O)C.Cl. The product is [C:12]([C:13]1[CH:14]=[C:15]([NH2:16])[N:9]([C:6]2[CH:7]=[CH:8][C:3]([O:2][CH3:1])=[CH:4][CH:5]=2)[N:10]=1)([CH3:19])([CH3:18])[CH3:11]. The yield is 0.820.